This data is from Forward reaction prediction with 1.9M reactions from USPTO patents (1976-2016). The task is: Predict the product of the given reaction. (1) Given the reactants [CH2:1]([N:3]([CH2:27][C:28]1[CH:33]=[CH:32][CH:31]=[CH:30][C:29]=1[F:34])[C:4](=[O:26])[CH2:5][O:6][C:7]1[CH:12]=[CH:11][C:10]([CH2:13][CH2:14][S:15][C:16]2[CH:25]=[CH:24][CH:23]=[CH:22][C:17]=2[C:18]([O:20]C)=[O:19])=[CH:9][CH:8]=1)[CH3:2].[OH-].[Li+], predict the reaction product. The product is: [CH2:1]([N:3]([CH2:27][C:28]1[CH:33]=[CH:32][CH:31]=[CH:30][C:29]=1[F:34])[C:4](=[O:26])[CH2:5][O:6][C:7]1[CH:8]=[CH:9][C:10]([CH2:13][CH2:14][S:15][C:16]2[CH:25]=[CH:24][CH:23]=[CH:22][C:17]=2[C:18]([OH:20])=[O:19])=[CH:11][CH:12]=1)[CH3:2]. (2) Given the reactants [OH:1][C@@H:2]([C@@H:16]([NH:24][C:25](=[O:49])[C:26]1[CH:31]=[C:30]([C:32](=[O:42])[NH:33][C@@H:34]([C:36]2[CH:41]=[CH:40][CH:39]=[CH:38][CH:37]=2)[CH3:35])[CH:29]=[C:28]([N:43]([CH3:48])[S:44]([CH3:47])(=[O:46])=[O:45])[CH:27]=1)[CH2:17][C:18]1[CH:23]=[CH:22][CH:21]=[CH:20][CH:19]=1)[CH2:3][NH:4][CH2:5][C:6]1[CH:7]=[C:8]([CH:13]=[CH:14][CH:15]=1)[C:9]([O:11]C)=[O:10].[OH-].[Na+], predict the reaction product. The product is: [OH:1][C@@H:2]([C@@H:16]([NH:24][C:25](=[O:49])[C:26]1[CH:31]=[C:30]([C:32](=[O:42])[NH:33][C@@H:34]([C:36]2[CH:41]=[CH:40][CH:39]=[CH:38][CH:37]=2)[CH3:35])[CH:29]=[C:28]([N:43]([CH3:48])[S:44]([CH3:47])(=[O:46])=[O:45])[CH:27]=1)[CH2:17][C:18]1[CH:19]=[CH:20][CH:21]=[CH:22][CH:23]=1)[CH2:3][NH:4][CH2:5][C:6]1[CH:7]=[C:8]([CH:13]=[CH:14][CH:15]=1)[C:9]([OH:11])=[O:10]. (3) Given the reactants [CH2:1]([N:4]1[C:13]2[C:8](=[CH:9][CH:10]=[CH:11][CH:12]=2)[C:7](=[O:14])[C:6]([C:15]([NH:17][CH:18]2[CH2:22][CH2:21][CH2:20][CH2:19]2)=[O:16])=[C:5]1[NH2:23])[CH:2]=[CH2:3].[C:24](O)(=O)[CH:25]([CH3:27])[CH3:26].CN(C=O)C.CO, predict the reaction product. The product is: [CH2:1]([N:4]1[C:13]2[C:8](=[CH:9][CH:10]=[CH:11][CH:12]=2)[C:7](=[O:14])[C:6]2[C:15](=[O:16])[N:17]([CH:18]3[CH2:19][CH2:20][CH2:21][CH2:22]3)[C:24]([CH:25]([CH3:27])[CH3:26])=[N:23][C:5]1=2)[CH:2]=[CH2:3]. (4) Given the reactants [C:1]([OH:12])(=O)[CH2:2][CH:3]([CH2:5][CH2:6][CH:7]=[C:8]([CH3:10])[CH3:9])[CH3:4].[NH2:13][C:14]1[C:23]2[N:24]=[C:25]([CH2:30][CH2:31][CH2:32][CH3:33])[N:26]([CH2:27][CH2:28][NH2:29])[C:22]=2[C:21]2[N:20]=[CH:19][CH:18]=[CH:17][C:16]=2[N:15]=1, predict the reaction product. The product is: [NH2:13][C:14]1[C:23]2[N:24]=[C:25]([CH2:30][CH2:31][CH2:32][CH3:33])[N:26]([CH2:27][CH2:28][NH:29][C:1](=[O:12])[CH2:2][CH:3]([CH3:4])[CH2:5][CH2:6][CH:7]=[C:8]([CH3:9])[CH3:10])[C:22]=2[C:21]2[N:20]=[CH:19][CH:18]=[CH:17][C:16]=2[N:15]=1. (5) Given the reactants C([O:8][CH2:9][C@H:10]([CH:37]([CH3:39])[CH3:38])[CH2:11][C@H:12]1[C@@H:16]([CH2:17][NH:18][C:19](=[O:27])[C:20]([CH3:26])([CH3:25])[CH2:21][CH2:22][CH2:23][CH3:24])[O:15][C:14]([CH3:29])([CH3:28])[N:13]1[C:30]([O:32][C:33]([CH3:36])([CH3:35])[CH3:34])=[O:31])C1C=CC=CC=1, predict the reaction product. The product is: [CH3:26][C:20]([CH3:25])([CH2:21][CH2:22][CH2:23][CH3:24])[C:19]([NH:18][CH2:17][C@H:16]1[O:15][C:14]([CH3:28])([CH3:29])[N:13]([C:30]([O:32][C:33]([CH3:34])([CH3:35])[CH3:36])=[O:31])[C@H:12]1[CH2:11][C@H:10]([CH2:9][OH:8])[CH:37]([CH3:38])[CH3:39])=[O:27]. (6) Given the reactants Cl.[NH2:2][C@H:3]([C:9]([OH:11])=[O:10])[CH2:4][CH2:5][CH2:6][CH2:7][NH2:8].N1C2C=CC=CC=2N=N1.[C:21](=O)([O:27]C1C=CC=CC=1)[O:22][C:23]([CH3:26])([CH3:25])[CH3:24], predict the reaction product. The product is: [NH2:2][C@H:3]([C:9]([OH:11])=[O:10])[CH2:4][CH2:5][CH2:6][CH2:7][NH:8][C:21]([O:22][C:23]([CH3:26])([CH3:25])[CH3:24])=[O:27]. (7) The product is: [CH2:2]([O:4][C:5]([C:7]1[CH:8]=[N:9][C:10]2[C:15]([CH:16]=1)=[CH:14][CH:13]=[C:12]([NH2:17])[CH:11]=2)=[O:6])[CH3:3]. Given the reactants Cl.[CH2:2]([O:4][C:5]([C:7]1[CH:8]=[N:9][C:10]2[C:15]([CH:16]=1)=[CH:14][CH:13]=[C:12]([N:17]=C(C1C=CC=CC=1)C1C=CC=CC=1)[CH:11]=2)=[O:6])[CH3:3], predict the reaction product. (8) Given the reactants [H-].[Na+].[NH:3]1[C:11]2[C:6](=[CH:7][CH:8]=[CH:9][CH:10]=2)[CH:5]=[N:4]1.[Cl:12][C:13]1[CH:18]=[CH:17][C:16]([NH:19][C:20]2[CH:25]=[CH:24][CH:23]=[C:22](F)[N:21]=2)=[CH:15][CH:14]=1, predict the reaction product. The product is: [Cl:12][C:13]1[CH:18]=[CH:17][C:16]([NH:19][C:20]2[CH:25]=[CH:24][CH:23]=[C:22]([N:3]3[C:11]4[C:6](=[CH:7][CH:8]=[CH:9][CH:10]=4)[CH:5]=[N:4]3)[N:21]=2)=[CH:15][CH:14]=1. (9) Given the reactants [Cl:1][C:2]1[C:7]([C:8]2[CH:13]=[CH:12][CH:11]=[CH:10][CH:9]=2)=[N:6][N:5]=[C:4]2[NH:14][N:15]=[C:16]([C:17]3[CH:22]=[CH:21][CH:20]=[CH:19][CH:18]=3)[C:3]=12.[C:23](=O)([O-])[O-].[Cs+].[Cs+].C[O:30][CH2:31][CH2:32]Br, predict the reaction product. The product is: [Cl:1][C:2]1[C:7]([C:8]2[CH:9]=[CH:10][CH:11]=[CH:12][CH:13]=2)=[N:6][N:5]=[C:4]2[N:14]([CH2:23][CH:31]([OH:30])[CH3:32])[N:15]=[C:16]([C:17]3[CH:18]=[CH:19][CH:20]=[CH:21][CH:22]=3)[C:3]=12.